Dataset: Forward reaction prediction with 1.9M reactions from USPTO patents (1976-2016). Task: Predict the product of the given reaction. (1) Given the reactants C([O-])([O-])=O.[K+].[K+].[ClH:7].Cl.Br[C:10]1[CH:11]=[C:12]([CH2:19][N:20]2[CH2:25][CH2:24][N:23]([CH3:26])[CH2:22][CH2:21]2)[CH:13]=[CH:14][C:15]=1[N+:16]([O-:18])=[O:17].Cl.[NH2:28][C:29]1[S:33][C:32]([C:34]([O:36][CH3:37])=[O:35])=[C:31]([O:38][C@@H:39]([C:41]2[CH:46]=[CH:45][CH:44]=[CH:43][C:42]=2[C:47]([F:50])([F:49])[F:48])[CH3:40])[CH:30]=1, predict the reaction product. The product is: [ClH:7].[ClH:7].[CH3:26][N:23]1[CH2:24][CH2:25][N:20]([CH2:19][C:12]2[CH:13]=[CH:14][C:15]([N+:16]([O-:18])=[O:17])=[C:10]([NH:28][C:29]3[S:33][C:32]([C:34]([O:36][CH3:37])=[O:35])=[C:31]([O:38][C@@H:39]([C:41]4[CH:46]=[CH:45][CH:44]=[CH:43][C:42]=4[C:47]([F:50])([F:48])[F:49])[CH3:40])[CH:30]=3)[CH:11]=2)[CH2:21][CH2:22]1. (2) Given the reactants [CH3:1][C:2]1[CH:7]=[C:6]([CH3:8])[N:5]=[C:4]2[S:9][NH:10][C:11](=[O:12])[C:3]=12.I[CH2:14][C:15]([N:17]1[CH2:22][CH2:21][N:20]([C:23](=[O:26])[CH2:24][I:25])[CH2:19][CH2:18]1)=[O:16].CCN(C(C)C)C(C)C.CCOC(C)=O.CCCCCC, predict the reaction product. The product is: [CH3:1][C:2]1[CH:7]=[C:6]([CH3:8])[N:5]=[C:4]2[S:9][N:10]([CH2:14][C:15]([N:17]3[CH2:22][CH2:21][N:20]([C:23](=[O:26])[CH2:24][I:25])[CH2:19][CH2:18]3)=[O:16])[C:11](=[O:12])[C:3]=12. (3) Given the reactants [O:1]=[C:2]1[CH2:7][CH2:6][CH:5]([C:8]([O:10]CC)=[O:9])[CH2:4][CH2:3]1.C(OCC)(OCC)[O:14][CH2:15][CH3:16].C1(C)C=CC(S(O)(=O)=O)=CC=1.C(O)CO.[OH-].[Na+], predict the reaction product. The product is: [O:1]1[C:2]2([CH2:3][CH2:4][CH:5]([C:8]([OH:10])=[O:9])[CH2:6][CH2:7]2)[O:14][CH2:15][CH2:16]1.